Dataset: Experimentally validated miRNA-target interactions with 360,000+ pairs, plus equal number of negative samples. Task: Binary Classification. Given a miRNA mature sequence and a target amino acid sequence, predict their likelihood of interaction. The miRNA is mmu-miR-6393 with sequence CUGCCCACGAAGCACACUGAGU. The protein sequence of the target gene is MPRIMIKGGVWRNTEDEILKAAVMKYGKNQWSRIASLLHRKSAKQCKARWYEWLDPSIKKTEWSREEEEKLLHLAKLMPTQWRTIAPIIGRTAAQCLEHYEFLLDKAAQRDNEEETTDDPRKLKPGEIDPNPETKPARPDPIDMDEDELEMLSEARARLANTQGKKAKRKAREKQLEEARRLAALQKRRELRAAGIEIQKKRKRKRGVDYNAEIPFEKKPALGFYDTSEENYQALDADFRKLRQQDLDGELRSEKEGRDRKKDKQHLKRKKESDLPSAILQTSGVSEFTKKRSKLVLPAP.... Result: 0 (no interaction).